This data is from Peptide-MHC class I binding affinity with 185,985 pairs from IEDB/IMGT. The task is: Regression. Given a peptide amino acid sequence and an MHC pseudo amino acid sequence, predict their binding affinity value. This is MHC class I binding data. (1) The peptide sequence is GTFEFTSFFY. The MHC is Mamu-A02 with pseudo-sequence Mamu-A02. The binding affinity (normalized) is 1.00. (2) The peptide sequence is FIFFLLLAGR. The MHC is HLA-A68:02 with pseudo-sequence HLA-A68:02. The binding affinity (normalized) is 0.161. (3) The peptide sequence is RLPGPSDTPI. The MHC is HLA-A01:01 with pseudo-sequence HLA-A01:01. The binding affinity (normalized) is 0. (4) The peptide sequence is AWEILKFLI. The MHC is HLA-A26:01 with pseudo-sequence HLA-A26:01. The binding affinity (normalized) is 0. (5) The peptide sequence is VIPQETGRQTA. The MHC is Mamu-A01 with pseudo-sequence Mamu-A01. The binding affinity (normalized) is 0. (6) The peptide sequence is IYPEWYFLW. The MHC is HLA-A24:02 with pseudo-sequence HLA-A24:02. The binding affinity (normalized) is 1.00. (7) The binding affinity (normalized) is 0.275. The MHC is HLA-A68:02 with pseudo-sequence HLA-A68:02. The peptide sequence is LLVLQAGFFL.